From a dataset of Peptide-MHC class I binding affinity with 185,985 pairs from IEDB/IMGT. Regression. Given a peptide amino acid sequence and an MHC pseudo amino acid sequence, predict their binding affinity value. This is MHC class I binding data. (1) The peptide sequence is KPPRGVLLY. The MHC is HLA-B51:01 with pseudo-sequence HLA-B51:01. The binding affinity (normalized) is 0.0847. (2) The peptide sequence is ACQGVGGPGHK. The MHC is HLA-B44:03 with pseudo-sequence HLA-B44:03. The binding affinity (normalized) is 0. (3) The peptide sequence is KSFLWTQSLR. The MHC is HLA-A31:01 with pseudo-sequence HLA-A31:01. The binding affinity (normalized) is 1.00. (4) The peptide sequence is QLQSPGVADY. The MHC is HLA-A32:01 with pseudo-sequence HLA-A32:01. The binding affinity (normalized) is 0. (5) The peptide sequence is YTPLNYSKF. The MHC is HLA-B57:01 with pseudo-sequence HLA-B57:01. The binding affinity (normalized) is 0.0847.